Dataset: Peptide-MHC class II binding affinity with 134,281 pairs from IEDB. Task: Regression. Given a peptide amino acid sequence and an MHC pseudo amino acid sequence, predict their binding affinity value. This is MHC class II binding data. The peptide sequence is ETDKGPLDKEAIEER. The MHC is HLA-DQA10501-DQB10303 with pseudo-sequence HLA-DQA10501-DQB10303. The binding affinity (normalized) is 0.